Dataset: Cav3 T-type calcium channel HTS with 100,875 compounds. Task: Binary Classification. Given a drug SMILES string, predict its activity (active/inactive) in a high-throughput screening assay against a specified biological target. (1) The molecule is S(=O)(=O)(N(CC(=O)Nc1cc2OCOc2cc1)C)c1c(OC)ccc(c1)C. The result is 0 (inactive). (2) The result is 0 (inactive). The drug is S(=O)(=O)(N(C)C)Nc1ccc(cc1)C(O)=O. (3) The compound is O=c1n(c(nc2c1cccc2)CCCN1C(=O)c2c(C1=O)cccc2)c1n(c2c(n1)cccc2)C. The result is 0 (inactive). (4) The compound is s1c2c(CCCC2)c(c1NC(=O)c1noc(CCC)c1)C(OCC)=O. The result is 0 (inactive). (5) The compound is O(c1c(cc(cc1)C)C)CC(=O)Nc1cc(c2oc(nn2)c2ccccc2)ccc1. The result is 0 (inactive). (6) The drug is Fc1ccc(c2occ(n2)CC(O)=O)cc1. The result is 0 (inactive). (7) The compound is O=C1N(CCC2C1C(CC=C2)C(=O)NC1CCCCC1)Cc1ccccc1. The result is 0 (inactive). (8) The drug is S(=O)(=O)(N(c1cc2OCOc2cc1)CC(=O)NCCSCc1c(cccc1)C)C. The result is 1 (active).